Dataset: Forward reaction prediction with 1.9M reactions from USPTO patents (1976-2016). Task: Predict the product of the given reaction. (1) Given the reactants [Br:1][Si](C)(C)C.CS(C)=O.[N:10]1([C:15]2[CH:20]=[CH:19][CH:18]=[CH:17][N:16]=2)[CH:14]=[CH:13][CH:12]=[CH:11]1.O, predict the reaction product. The product is: [Br:1][C:12]1[CH:13]=[CH:14][N:10]([C:15]2[CH:20]=[CH:19][CH:18]=[CH:17][N:16]=2)[CH:11]=1. (2) Given the reactants [CH3:1][O:2][C:3](=[O:20])[C@@H:4]1[CH2:8][C:7](=[CH2:9])[CH2:6][N:5]1C(OCC1C=CC=CC=1)=O, predict the reaction product. The product is: [CH3:1][O:2][C:3](=[O:20])[C@@H:4]1[CH2:8][CH:7]([CH3:9])[CH2:6][NH:5]1. (3) Given the reactants [C:1]1([CH:7]([C:36]2[CH:41]=[CH:40][CH:39]=[CH:38][CH:37]=2)[CH2:8][NH:9][C:10]2[N:18]=[C:17]([C:19]([NH:21][CH2:22][CH2:23][N:24]3[CH2:29][CH2:28][CH2:27][CH2:26][CH2:25]3)=[O:20])[N:16]=[C:15]3[C:11]=2[N:12]=[CH:13][N:14]3C2CCCCO2)[CH:6]=[CH:5][CH:4]=[CH:3][CH:2]=1.Cl, predict the reaction product. The product is: [C:36]1([CH:7]([C:1]2[CH:6]=[CH:5][CH:4]=[CH:3][CH:2]=2)[CH2:8][NH:9][C:10]2[N:18]=[C:17]([C:19]([NH:21][CH2:22][CH2:23][N:24]3[CH2:29][CH2:28][CH2:27][CH2:26][CH2:25]3)=[O:20])[N:16]=[C:15]3[C:11]=2[N:12]=[CH:13][NH:14]3)[CH:37]=[CH:38][CH:39]=[CH:40][CH:41]=1. (4) Given the reactants [CH3:1][O:2][C:3]1[CH:4]=[C:5]([CH:29]=[C:30]([N+:32]([O-])=O)[CH:31]=1)[O:6][CH2:7][CH2:8][O:9][CH2:10][CH2:11][O:12][CH2:13][CH2:14][O:15][CH2:16][CH2:17][O:18][CH2:19][CH2:20][O:21][CH2:22][CH2:23][O:24][CH2:25][CH2:26][O:27][CH3:28].[H][H], predict the reaction product. The product is: [CH3:28][O:27][CH2:26][CH2:25][O:24][CH2:23][CH2:22][O:21][CH2:20][CH2:19][O:18][CH2:17][CH2:16][O:15][CH2:14][CH2:13][O:12][CH2:11][CH2:10][O:9][CH2:8][CH2:7][O:6][C:5]1[CH:29]=[C:30]([CH:31]=[C:3]([O:2][CH3:1])[CH:4]=1)[NH2:32]. (5) Given the reactants [Cl:1][C:2]1[C:3]([NH:26][C@@H:27]2[C@@H:32]3[CH2:33][C@@H:29]([CH:30]=[CH:31]3)[C@@H:28]2[C:34]([NH2:36])=[O:35])=[C:4]2[N:10]=[C:9]([C:11]3[CH:16]=[CH:15][C:14]([CH2:17][N:18]4[CH2:23][CH2:22][NH:21][CH2:20][CH2:19]4)=[CH:13][C:12]=3[O:24][CH3:25])[NH:8][C:5]2=[N:6][CH:7]=1.[CH2:37]1[O:40][C@@H:38]1[CH3:39], predict the reaction product. The product is: [Cl:1][C:2]1[C:3]([NH:26][C@@H:27]2[C@@H:32]3[CH2:33][C@@H:29]([CH:30]=[CH:31]3)[C@@H:28]2[C:34]([NH2:36])=[O:35])=[C:4]2[N:10]=[C:9]([C:11]3[CH:16]=[CH:15][C:14]([CH2:17][N:18]4[CH2:23][CH2:22][N:21]([CH2:37][C@H:38]([OH:40])[CH3:39])[CH2:20][CH2:19]4)=[CH:13][C:12]=3[O:24][CH3:25])[NH:8][C:5]2=[N:6][CH:7]=1.